Dataset: Peptide-MHC class I binding affinity with 185,985 pairs from IEDB/IMGT. Task: Regression. Given a peptide amino acid sequence and an MHC pseudo amino acid sequence, predict their binding affinity value. This is MHC class I binding data. (1) The peptide sequence is HSPLDVDA. The MHC is Mamu-A01 with pseudo-sequence Mamu-A01. The binding affinity (normalized) is 0.117. (2) The peptide sequence is ALVELNSGV. The MHC is HLA-A02:01 with pseudo-sequence HLA-A02:01. The binding affinity (normalized) is 0.793. (3) The peptide sequence is QAISPRTLNAW. The MHC is HLA-A02:02 with pseudo-sequence HLA-A02:02. The binding affinity (normalized) is 0. (4) The peptide sequence is NTDAFSREY. The MHC is HLA-B15:17 with pseudo-sequence HLA-B15:17. The binding affinity (normalized) is 0.0847. (5) The peptide sequence is IAMWLLLLSI. The MHC is HLA-A68:02 with pseudo-sequence HLA-A68:02. The binding affinity (normalized) is 0.0987. (6) The peptide sequence is ETIEILRNY. The MHC is HLA-A69:01 with pseudo-sequence HLA-A69:01. The binding affinity (normalized) is 0.0847.